Dataset: Forward reaction prediction with 1.9M reactions from USPTO patents (1976-2016). Task: Predict the product of the given reaction. (1) The product is: [CH3:1][N:2]1[C:6]([C:7]([OH:9])=[O:8])=[CH:5][N:4]=[N:3]1. Given the reactants [CH3:1][N:2]1[C:6]([C:7]([O:9]CC)=[O:8])=[CH:5][N:4]=[N:3]1.[OH-].[Na+], predict the reaction product. (2) Given the reactants [C:1]([C:3]1[CH:4]=[N:5][C:6]2[C:11]([CH:12]=1)=[CH:10][C:9]([O:13][CH:14]([S:18][CH3:19])[C:15]([OH:17])=O)=[CH:8][C:7]=2[CH3:20])#[CH:2].CCN(CC)CC.C1C=NC2N(O)N=NC=2C=1.[O:38]1[CH:42]=[CH:41][C:40]([C:43]([NH2:46])([CH3:45])[CH3:44])=[N:39]1.CCN=C=NCCCN(C)C, predict the reaction product. The product is: [C:1]([C:3]1[CH:4]=[N:5][C:6]2[C:11]([CH:12]=1)=[CH:10][C:9]([O:13][CH:14]([S:18][CH3:19])[C:15]([NH:46][C:43]([C:40]1[CH:41]=[CH:42][O:38][N:39]=1)([CH3:45])[CH3:44])=[O:17])=[CH:8][C:7]=2[CH3:20])#[CH:2]. (3) Given the reactants [OH-].[Na+].O.C([O:6][C:7](=[O:32])[C:8]1[CH:13]=[CH:12][C:11]([O:14][CH2:15][CH2:16][CH2:17][CH2:18][N:19]2[CH2:24][CH2:23][N:22]([CH2:25][CH2:26][C:27]([CH3:30])([CH3:29])[CH3:28])[CH2:21][CH2:20]2)=[C:10]([F:31])[CH:9]=1)C, predict the reaction product. The product is: [CH3:28][C:27]([CH3:30])([CH3:29])[CH2:26][CH2:25][N:22]1[CH2:21][CH2:20][N:19]([CH2:18][CH2:17][CH2:16][CH2:15][O:14][C:11]2[CH:12]=[CH:13][C:8]([C:7]([OH:32])=[O:6])=[CH:9][C:10]=2[F:31])[CH2:24][CH2:23]1. (4) Given the reactants [CH:1]([O:4][C:5]1[N:10]=[C:9]([C:11]2[CH:12]=[C:13]3[C:17](=[CH:18][CH:19]=2)[NH:16][CH:15]=[C:14]3[C:20]2[O:24][C:23](=O)[NH:22][N:21]=2)[CH:8]=[N:7][CH:6]=1)([CH3:3])[CH3:2].CCN(C(C)C)C(C)C.O(C1C=CC=CC=1)C1C=CC=CC=1.[NH:48]1[CH2:53][CH2:52][CH:51]([NH:54][C:55](=[O:61])[O:56][C:57]([CH3:60])([CH3:59])[CH3:58])[CH2:50][CH2:49]1.F[P-](F)(F)(F)(F)F.N1(O[P+](N(C)C)(N(C)C)N(C)C)C2C=CC=CC=2N=N1, predict the reaction product. The product is: [CH:1]([O:4][C:5]1[N:10]=[C:9]([C:11]2[CH:12]=[C:13]3[C:17](=[CH:18][CH:19]=2)[NH:16][CH:15]=[C:14]3[C:20]2[O:24][C:23]([N:48]3[CH2:49][CH2:50][CH:51]([NH:54][C:55](=[O:61])[O:56][C:57]([CH3:59])([CH3:58])[CH3:60])[CH2:52][CH2:53]3)=[N:22][N:21]=2)[CH:8]=[N:7][CH:6]=1)([CH3:3])[CH3:2]. (5) Given the reactants [C:1]([N:4]1[C:13]2[C:8](=[CH:9][C:10]([C:14]3[CH:22]=[CH:21][C:17]([C:18](O)=[O:19])=[CH:16][N:15]=3)=[CH:11][CH:12]=2)[C@H:7]([NH:23][C:24]2[CH:29]=[CH:28][CH:27]=[CH:26][N:25]=2)[CH2:6][C@@H:5]1[CH3:30])(=[O:3])[CH3:2].CN(C(ON1N=NC2C=CC=NC1=2)=[N+](C)C)C.F[P-](F)(F)(F)(F)F.CCN(C(C)C)C(C)C.[CH3:64][N:65]([CH3:69])[CH2:66][CH2:67][NH2:68], predict the reaction product. The product is: [C:1]([N:4]1[C:13]2[C:8](=[CH:9][C:10]([C:14]3[CH:22]=[CH:21][C:17]([C:18]([NH:68][CH2:67][CH2:66][N:65]([CH3:69])[CH3:64])=[O:19])=[CH:16][N:15]=3)=[CH:11][CH:12]=2)[C@H:7]([NH:23][C:24]2[CH:29]=[CH:28][CH:27]=[CH:26][N:25]=2)[CH2:6][C@@H:5]1[CH3:30])(=[O:3])[CH3:2]. (6) The product is: [NH2:46][C:42]([CH3:43])([CH3:41])[C:44]#[C:45][C:2]1[CH:11]=[C:10]2[C:5]([CH:6]=[C:7]([CH3:27])[C:8]([CH:20]([O:26][C:5]([CH3:10])([CH3:6])[CH3:4])[C:21]([OH:23])=[O:22])=[C:9]2[C:34]2[CH:33]=[C:32]3[C:37](=[CH:36][CH:35]=2)[O:28][CH2:29][CH2:30][CH2:31]3)=[CH:4][CH:3]=1. Given the reactants Br[C:2]1[CH:11]=[C:10]2[C:5]([CH:6]=[C:7]([CH3:27])[C:8]([C:20](=[O:26])[C:21]([O:23]CC)=[O:22])=[C:9]2OS(C(F)(F)F)(=O)=O)=[CH:4][CH:3]=1.[O:28]1[C:37]2[C:32](=[CH:33][C:34](B(O)O)=[CH:35][CH:36]=2)[CH2:31][CH2:30][CH2:29]1.[CH3:41][C:42]([NH2:46])([C:44]#[CH:45])[CH3:43], predict the reaction product. (7) Given the reactants [CH3:1][C:2]1[CH:3]=[C:4]([CH:16]=[CH:17][CH:18]=1)[CH2:5][O:6][CH2:7][C:8]1[O:12][N:11]=[C:10]([C:13]([OH:15])=O)[CH:9]=1.C(N(CC)CC)C.Cl.C(N=C=NCCCN(C)C)C.ON1C2C=CC=CC=2N=N1.[O:48]1[CH2:52][CH2:51][CH:50]([CH2:53][NH2:54])[CH2:49]1, predict the reaction product. The product is: [O:48]1[CH2:52][CH2:51][CH:50]([CH2:53][NH:54][C:13]([C:10]2[CH:9]=[C:8]([CH2:7][O:6][CH2:5][C:4]3[CH:16]=[CH:17][CH:18]=[C:2]([CH3:1])[CH:3]=3)[O:12][N:11]=2)=[O:15])[CH2:49]1.